This data is from Forward reaction prediction with 1.9M reactions from USPTO patents (1976-2016). The task is: Predict the product of the given reaction. (1) Given the reactants [OH:1][C:2]1[CH:10]=[CH:9][C:5]([C:6]([OH:8])=O)=[CH:4][C:3]=1[N+:11]([O-:13])=[O:12].CCN=C=NCCCN(C)C.C1C=CC2N(O)N=NC=2C=1.[CH3:35][C:36]1[CH:37]=[C:38]([CH:40]=[CH:41][C:42]=1[CH3:43])[NH2:39], predict the reaction product. The product is: [CH3:35][C:36]1[CH:37]=[C:38]([NH:39][C:6](=[O:8])[C:5]2[CH:9]=[CH:10][C:2]([OH:1])=[C:3]([N+:11]([O-:13])=[O:12])[CH:4]=2)[CH:40]=[CH:41][C:42]=1[CH3:43]. (2) Given the reactants [F:1][C:2]1[CH:7]=[C:6]([F:8])[CH:5]=[CH:4][C:3]=1[N:9]1[C:13]([C:14]2[S:23][C:22]3[C:21]4[N:24]=[C:25]([C:28]5[CH:29]=[N:30][C:31](F)=[CH:32][CH:33]=5)[CH:26]=[CH:27][C:20]=4[O:19][CH2:18][CH2:17][C:16]=3[CH:15]=2)=[N:12][CH:11]=[N:10]1.[NH:35]1[CH2:40][CH2:39][CH2:38][CH2:37][CH2:36]1, predict the reaction product. The product is: [F:1][C:2]1[CH:7]=[C:6]([F:8])[CH:5]=[CH:4][C:3]=1[N:9]1[C:13]([C:14]2[S:23][C:22]3[C:21]4[N:24]=[C:25]([C:28]5[CH:33]=[CH:32][C:31]([N:35]6[CH2:40][CH2:39][CH2:38][CH2:37][CH2:36]6)=[N:30][CH:29]=5)[CH:26]=[CH:27][C:20]=4[O:19][CH2:18][CH2:17][C:16]=3[CH:15]=2)=[N:12][CH:11]=[N:10]1. (3) Given the reactants [CH2:1]([C:4]1[CH:9]=[C:8]([O:10][CH3:11])[C:7]([OH:12])=[C:6]([N:13]=[N:14][C:15]2[CH:20]=[C:19]([Cl:21])[CH:18]=[CH:17][C:16]=2[N+:22]([O-])=O)[CH:5]=1)[CH:2]=[CH2:3].[OH-].[Na+].C(S(O)=O)(N)=N.Cl, predict the reaction product. The product is: [CH2:1]([C:4]1[CH:9]=[C:8]([O:10][CH3:11])[C:7]([OH:12])=[C:6]([N:13]2[N:22]=[C:16]3[CH:17]=[CH:18][C:19]([Cl:21])=[CH:20][C:15]3=[N:14]2)[CH:5]=1)[CH:2]=[CH2:3]. (4) Given the reactants C([O:5][C:6]([C:8]1[CH:13]=[CH:12][C:11]([O:14][C:15]2[C:20]3[CH2:21][C:22]([CH3:25])([CH3:24])[O:23][C:19]=3[CH:18]=[C:17]([C:26]([O:28][CH3:29])=[O:27])[CH:16]=2)=[CH:10][N:9]=1)=[O:7])(C)(C)C, predict the reaction product. The product is: [CH3:29][O:28][C:26]([C:17]1[CH:16]=[C:15]([O:14][C:11]2[CH:12]=[CH:13][C:8]([C:6]([OH:7])=[O:5])=[N:9][CH:10]=2)[C:20]2[CH2:21][C:22]([CH3:25])([CH3:24])[O:23][C:19]=2[CH:18]=1)=[O:27]. (5) Given the reactants [H-].[Na+].[S:3]([N:13]1[C:17]2=[N:18][CH:19]=[C:20]([NH:22][C:23](=[O:29])[O:24][C:25]([CH3:28])([CH3:27])[CH3:26])[N:21]=[C:16]2[CH:15]=[CH:14]1)([C:6]1[CH:12]=[CH:11][C:9]([CH3:10])=[CH:8][CH:7]=1)(=[O:5])=[O:4].Br[CH2:31][C:32]([C@@H:34]1[CH2:39][CH2:38][CH2:37][N:36]([C:40]([O:42][CH2:43][CH:44]2[C:56]3[CH:55]=[CH:54][CH:53]=[CH:52][C:51]=3[C:50]3[C:45]2=[CH:46][CH:47]=[CH:48][CH:49]=3)=[O:41])[CH2:35]1)=[O:33], predict the reaction product. The product is: [CH:46]1[C:45]2[CH:44]([CH2:43][O:42][C:40]([N:36]3[CH2:37][CH2:38][CH2:39][C@@H:34]([C:32](=[O:33])[CH2:31][N:22]([C:23]([O:24][C:25]([CH3:26])([CH3:28])[CH3:27])=[O:29])[C:20]4[N:21]=[C:16]5[CH:15]=[CH:14][N:13]([S:3]([C:6]6[CH:7]=[CH:8][C:9]([CH3:10])=[CH:11][CH:12]=6)(=[O:5])=[O:4])[C:17]5=[N:18][CH:19]=4)[CH2:35]3)=[O:41])[C:56]3[C:51](=[CH:52][CH:53]=[CH:54][CH:55]=3)[C:50]=2[CH:49]=[CH:48][CH:47]=1. (6) Given the reactants [CH3:1][O:2][C:3]1[CH:8]=[CH:7][C:6]([N:9]([CH3:22])[S:10]([C:13]2[CH:21]=[CH:20][C:16]([C:17]([OH:19])=O)=[CH:15][CH:14]=2)(=[O:12])=[O:11])=[CH:5][CH:4]=1.[N:23]1[CH:28]=[CH:27][CH:26]=[CH:25][C:24]=1[C:29]1[N:30]=[C:31]([NH2:34])[S:32][CH:33]=1, predict the reaction product. The product is: [CH3:1][O:2][C:3]1[CH:4]=[CH:5][C:6]([N:9]([CH3:22])[S:10]([C:13]2[CH:21]=[CH:20][C:16]([C:17]([NH:34][C:31]3[S:32][CH:33]=[C:29]([C:24]4[CH:25]=[CH:26][CH:27]=[CH:28][N:23]=4)[N:30]=3)=[O:19])=[CH:15][CH:14]=2)(=[O:12])=[O:11])=[CH:7][CH:8]=1. (7) Given the reactants F[C:2]1[CH:10]=[CH:9][C:5]([C:6]([OH:8])=[O:7])=[CH:4][C:3]=1[N+:11]([O-:13])=[O:12].[CH3:14][NH2:15], predict the reaction product. The product is: [CH3:14][NH:15][C:2]1[CH:10]=[CH:9][C:5]([C:6]([OH:8])=[O:7])=[CH:4][C:3]=1[N+:11]([O-:13])=[O:12].